From a dataset of Full USPTO retrosynthesis dataset with 1.9M reactions from patents (1976-2016). Predict the reactants needed to synthesize the given product. (1) Given the product [CH3:13][NH:14][CH2:11][C:7]1[CH:6]=[C:5]2[C:10](=[CH:9][CH:8]=1)[N:2]([CH3:1])[CH:3]=[CH:4]2, predict the reactants needed to synthesize it. The reactants are: [CH3:1][N:2]1[C:10]2[C:5](=[CH:6][C:7]([CH:11]=O)=[CH:8][CH:9]=2)[CH:4]=[CH:3]1.[CH3:13][NH2:14].[BH4-].[Na+].O. (2) Given the product [NH2:1][C:4]1[CH:5]=[C:6]([C:10]2[N:18]=[C:17]3[C:13]([N:14]([C:21]([N:23]4[CH2:24][CH2:25][CH2:26][CH2:27]4)=[O:22])[C:15](=[O:20])[N:16]3[CH3:19])=[CH:12][N:11]=2)[CH:7]=[CH:8][CH:9]=1, predict the reactants needed to synthesize it. The reactants are: [N+:1]([C:4]1[CH:5]=[C:6]([C:10]2[N:18]=[C:17]3[C:13]([N:14]([C:21]([N:23]4[CH2:27][CH2:26][CH2:25][CH2:24]4)=[O:22])[C:15](=[O:20])[N:16]3[CH3:19])=[CH:12][N:11]=2)[CH:7]=[CH:8][CH:9]=1)([O-])=O. (3) Given the product [Br:23][C:20]1[CH:21]=[CH:22][C:17]([C:2]2[O:1][CH:5]=[CH:4][N:3]=2)=[N:18][CH:19]=1, predict the reactants needed to synthesize it. The reactants are: [O:1]1[CH:5]=[CH:4][N:3]=[CH:2]1.C1COCC1.C([Li])CCC.Br[C:17]1[CH:22]=[CH:21][C:20]([Br:23])=[CH:19][N:18]=1. (4) Given the product [CH3:27][S:24][C:23](=[S:25])[O:22][C@@H:21]1[C@@H:13]2[C@@H:12]([O:11][C:28]([CH3:32])([CH3:29])[O:14]2)[O:20][C@@H:19]1[CH:17]1[CH2:15][O:16][C:7]([CH3:8])([CH3:9])[O:18]1, predict the reactants needed to synthesize it. The reactants are: [H-].[Na+].CC(C[C:7](O)([CH3:9])[CH3:8])=O.[OH:11][C@H:12]1[O:20][C@H:19]([CH2:21][OH:22])[C@@H:17]([OH:18])[C@H:15]([OH:16])[C@H:13]1[OH:14].[C:23](=[S:25])=[S:24].I[CH3:27].[CH2:28]1[CH2:32]OC[CH2:29]1. (5) Given the product [CH:1]([C:3]1[CH:4]=[CH:5][C:6]([O:15][CH2:16][CH2:17][CH3:18])=[C:7]([CH:14]=1)[C:8]([OH:10])=[O:9])=[O:2], predict the reactants needed to synthesize it. The reactants are: [CH:1]([C:3]1[CH:4]=[CH:5][C:6]([O:15][CH2:16][CH2:17][CH3:18])=[C:7]([CH:14]=1)[C:8]([O:10]CCC)=[O:9])=[O:2].[OH-].[Na+].Cl. (6) Given the product [CH3:13][N:14]([CH3:15])[C:2]1[CH:3]=[C:4]2[C:9](=[CH:10][CH:11]=1)[C:8](=[O:12])[NH:7][CH:6]=[CH:5]2, predict the reactants needed to synthesize it. The reactants are: F[C:2]1[CH:3]=[C:4]2[C:9](=[CH:10][CH:11]=1)[C:8](=[O:12])[NH:7][CH:6]=[CH:5]2.[CH3:13][NH:14][CH3:15].